This data is from Reaction yield outcomes from USPTO patents with 853,638 reactions. The task is: Predict the reaction yield, written as a fraction of the theoretical maximum amount of product (1.0 means a 100% yield; for example, 0.34 means a 34% yield). (1) The reactants are [CH2:1]([NH:8][C:9]1[C:14]2=[C:15]([C:18]3[CH:23]=[CH:22][CH:21]=[CH:20][CH:19]=3)[CH:16]=[CH:17][N:13]2[N:12]=[C:11]([C:24]2[CH:25]=[N:26][CH:27]=C([CH:31]=2)C#N)[N:10]=1)[C:2]1[CH:7]=[CH:6][CH:5]=[CH:4][CH:3]=1.[OH-:32].[K+].Cl.[O:35]1[CH2:40][CH2:39]OCC1. The catalyst is O. The product is [CH2:1]([NH:8][C:9]1[C:14]2=[C:15]([C:18]3[CH:23]=[CH:22][CH:21]=[CH:20][CH:19]=3)[CH:16]=[CH:17][N:13]2[N:12]=[C:11]([C:24]2[CH:25]=[N:26][CH:27]=[C:39]([CH:31]=2)[C:40]([OH:35])=[O:32])[N:10]=1)[C:2]1[CH:7]=[CH:6][CH:5]=[CH:4][CH:3]=1. The yield is 0.597. (2) The reactants are [C:1]1([CH3:18])[CH:6]=[CH:5][CH:4]=[C:3]([NH:7][CH2:8][CH2:9][C@@H:10]([C:12]2[CH:17]=[CH:16][CH:15]=[CH:14][CH:13]=2)[OH:11])[CH:2]=1.C(N(CC)CC)C.[C:26](=O)(OC(Cl)(Cl)Cl)[O:27]C(Cl)(Cl)Cl. The catalyst is C(Cl)Cl. The product is [C:12]1([C@H:10]2[O:11][C:26](=[O:27])[N:7]([C:3]3[CH:2]=[C:1]([CH3:18])[CH:6]=[CH:5][CH:4]=3)[CH2:8][CH2:9]2)[CH:17]=[CH:16][CH:15]=[CH:14][CH:13]=1. The yield is 0.260. (3) The reactants are [Br:1][C:2]1[C:14](=[O:15])[N:13]([CH2:16][CH3:17])[C:5]2[N:6]=[C:7](S(C)=O)[N:8]=[CH:9][C:4]=2[CH:3]=1.[CH3:18][N:19]1[CH2:24][CH2:23][N:22]([C:25]2[CH:31]=[CH:30][C:28]([NH2:29])=[CH:27][CH:26]=2)[CH2:21][CH2:20]1. No catalyst specified. The product is [Br:1][C:2]1[C:14](=[O:15])[N:13]([CH2:16][CH3:17])[C:5]2[N:6]=[C:7]([NH:29][C:28]3[CH:27]=[CH:26][C:25]([N:22]4[CH2:21][CH2:20][N:19]([CH3:18])[CH2:24][CH2:23]4)=[CH:31][CH:30]=3)[N:8]=[CH:9][C:4]=2[CH:3]=1. The yield is 0.400. (4) The reactants are [F:1][C:2]([F:27])([C:20]1[CH:25]=[CH:24][C:23]([CH3:26])=[CH:22][N:21]=1)[CH2:3][N:4]1[CH2:9][CH2:8][CH:7]([NH:10][C:11]2[C:12]3[CH:19]=[CH:18][NH:17][C:13]=3[N:14]=[CH:15][N:16]=2)[CH2:6][CH2:5]1.[ClH:28].CCOCC. The catalyst is CO. The product is [ClH:28].[F:27][C:2]([F:1])([C:20]1[CH:25]=[CH:24][C:23]([CH3:26])=[CH:22][N:21]=1)[CH2:3][N:4]1[CH2:9][CH2:8][CH:7]([NH:10][C:11]2[C:12]3[CH:19]=[CH:18][NH:17][C:13]=3[N:14]=[CH:15][N:16]=2)[CH2:6][CH2:5]1. The yield is 0.980. (5) The reactants are Cl.[F:2][C:3]1[CH:8]=[CH:7][C:6]([OH:9])=[C:5]([C@H:10]2[CH2:14][CH2:13][CH2:12][NH:11]2)[CH:4]=1.CCN(C(C)C)C(C)C.Cl[C:25]1[CH:30]=[CH:29][N:28]2[N:31]=[CH:32][CH:33]=[C:27]2[N:26]=1.C(O)(C)C. The catalyst is CCOCC. The product is [F:2][C:3]1[CH:8]=[CH:7][C:6]([OH:9])=[C:5]([C@H:10]2[CH2:14][CH2:13][CH2:12][N:11]2[C:25]2[CH:30]=[CH:29][N:28]3[N:31]=[CH:32][CH:33]=[C:27]3[N:26]=2)[CH:4]=1. The yield is 0.890.